From a dataset of Catalyst prediction with 721,799 reactions and 888 catalyst types from USPTO. Predict which catalyst facilitates the given reaction. (1) Reactant: C1C=CC(P(C2C=CC3C(=CC=CC=3)C=2C2C3C(=CC=CC=3)C=CC=2P(C2C=CC=CC=2)C2C=CC=CC=2)C2C=CC=CC=2)=CC=1.Cl.Cl.[CH3:49][Si:50]([CH3:77])([CH3:76])[CH2:51][CH2:52][O:53][CH2:54][N:55]1[C:59]2[N:60]=[CH:61][N:62]=[C:63]([C:64]3[CH:65]=[N:66][N:67]([C:69]4([CH2:73][C:74]#[N:75])[CH2:72][NH:71][CH2:70]4)[CH:68]=3)[C:58]=2[CH:57]=[CH:56]1.Cl[C:79]1[C:93]([F:94])=[CH:92][C:82]([C:83]([NH:85][C@@H:86]([CH3:91])[C:87]([F:90])([F:89])[F:88])=[O:84])=[C:81]([F:95])[CH:80]=1.C(=O)([O-])[O-].[Cs+].[Cs+]. Product: [C:74]([CH2:73][C:69]1([N:67]2[CH:68]=[C:64]([C:63]3[C:58]4[CH:57]=[CH:56][N:55]([CH2:54][O:53][CH2:52][CH2:51][Si:50]([CH3:76])([CH3:49])[CH3:77])[C:59]=4[N:60]=[CH:61][N:62]=3)[CH:65]=[N:66]2)[CH2:70][N:71]([C:79]2[C:93]([F:94])=[CH:92][C:82]([C:83]([NH:85][C@@H:86]([CH3:91])[C:87]([F:90])([F:88])[F:89])=[O:84])=[C:81]([F:95])[CH:80]=2)[CH2:72]1)#[N:75]. The catalyst class is: 493. (2) Reactant: [Cl:1][C:2]1[CH:7]=[CH:6][C:5]([C:8]2[C:17]3[C:12](=[CH:13][CH:14]=[C:15]([C:18]([OH:20])=O)[CH:16]=3)[CH:11]=[N:10][CH:9]=2)=[CH:4][CH:3]=1.F[B-](F)(F)F.N1(OC(N(C)C)=[N+](C)C)C2C=CC=CC=2N=N1.C(N(CC)C(C)C)(C)C.[F:52][C:53]([F:58])([F:57])[CH2:54][CH2:55][NH2:56]. Product: [Cl:1][C:2]1[CH:7]=[CH:6][C:5]([C:8]2[C:17]3[C:12](=[CH:13][CH:14]=[C:15]([C:18]([NH:56][CH2:55][CH2:54][C:53]([F:58])([F:57])[F:52])=[O:20])[CH:16]=3)[CH:11]=[N:10][CH:9]=2)=[CH:4][CH:3]=1. The catalyst class is: 9. (3) Reactant: FC(F)(F)C([NH:5][C:6]1[C:11]([CH3:12])=[CH:10][C:9]([C:13]2[CH:18]=[CH:17][C:16]([C:19]([CH3:22])([CH3:21])[CH3:20])=[CH:15][CH:14]=2)=[CH:8][C:7]=1[CH3:23])=O.Cl. Product: [C:19]([C:16]1[CH:15]=[CH:14][C:13]([C:9]2[CH:8]=[C:7]([CH3:23])[C:6]([NH2:5])=[C:11]([CH3:12])[CH:10]=2)=[CH:18][CH:17]=1)([CH3:22])([CH3:21])[CH3:20]. The catalyst class is: 6.